The task is: Predict the product of the given reaction.. This data is from Forward reaction prediction with 1.9M reactions from USPTO patents (1976-2016). (1) The product is: [C:1]([O:5][C@@H:6]([C:11]1[C:36]([CH3:37])=[CH:35][C:14]2[N:15]=[C:16]([N:18]3[CH:23]=[C:22]([C:51]4[CH:50]=[C:49]5[C:54](=[CH:53][CH:52]=4)[N:46]([CH3:45])[N:47]=[CH:48]5)[CH:21]=[CH:20][C:19]3=[O:34])[S:17][C:13]=2[C:12]=1[C:38]1[CH:39]=[CH:40][C:41]([Cl:44])=[CH:42][CH:43]=1)[C:7]([O:9][CH3:10])=[O:8])([CH3:3])([CH3:4])[CH3:2]. Given the reactants [C:1]([O:5][C@@H:6]([C:11]1[C:36]([CH3:37])=[CH:35][C:14]2[N:15]=[C:16]([N:18]3[CH:23]=[CH:22][CH:21]=[C:20](C4C=C5C(=CC=4)N(C)N=C5)[C:19]3=[O:34])[S:17][C:13]=2[C:12]=1[C:38]1[CH:43]=[CH:42][C:41]([Cl:44])=[CH:40][CH:39]=1)[C:7]([O:9][CH3:10])=[O:8])([CH3:4])([CH3:3])[CH3:2].[CH3:45][N:46]1[C:54]2[C:49](=[CH:50][C:51](C3C=CC(=O)NC=3)=[CH:52][CH:53]=2)[CH:48]=[N:47]1, predict the reaction product. (2) Given the reactants C([O-])([O-])=O.[Na+].[Na+].[N:7]1[CH:12]=[CH:11][CH:10]=[C:9](B(O)O)[CH:8]=1.Br[C:17]1[CH:26]=[CH:25][C:20]([CH:21]=[CH:22][CH:23]=[O:24])=[CH:19][CH:18]=1, predict the reaction product. The product is: [N:7]1[CH:12]=[CH:11][CH:10]=[C:9]([C:17]2[CH:26]=[CH:25][C:20](/[CH:21]=[CH:22]/[CH:23]=[O:24])=[CH:19][CH:18]=2)[CH:8]=1. (3) Given the reactants [CH2:1]1[C:5]2([CH2:10][CH2:9][NH:8][CH2:7][CH2:6]2)[CH2:4][CH2:3][N:2]1[C:11]([O:13][C:14]([CH3:17])([CH3:16])[CH3:15])=[O:12].Br[C:19]1[C:28]2[C:23](=[C:24]([C:29]([F:32])([F:31])[F:30])[CH:25]=[CH:26][CH:27]=2)[N:22]=[CH:21][CH:20]=1.CC([O-])(C)C.[Na+].C1C=CC(P(C2C(C3C(P(C4C=CC=CC=4)C4C=CC=CC=4)=CC=C4C=3C=CC=C4)=C3C(C=CC=C3)=CC=2)C2C=CC=CC=2)=CC=1, predict the reaction product. The product is: [F:32][C:29]([F:30])([F:31])[C:24]1[CH:25]=[CH:26][CH:27]=[C:28]2[C:23]=1[N:22]=[CH:21][CH:20]=[C:19]2[N:8]1[CH2:7][CH2:6][C:5]2([CH2:1][N:2]([C:11]([O:13][C:14]([CH3:17])([CH3:16])[CH3:15])=[O:12])[CH2:3][CH2:4]2)[CH2:10][CH2:9]1.